From a dataset of Forward reaction prediction with 1.9M reactions from USPTO patents (1976-2016). Predict the product of the given reaction. (1) Given the reactants Cl[C:2]1[O:3][C:4]2[C:5](=[C:7]([C:11]([O:13][CH3:14])=[O:12])[CH:8]=[CH:9][CH:10]=2)[N:6]=1.[CH3:15][N:16]1[CH2:21][C@H:20]([CH3:22])[NH:19][C@@H:18]([CH3:23])[C:17]1=[O:24].C(=O)([O-])[O-].[K+].[K+], predict the reaction product. The product is: [CH3:23][C@H:18]1[C:17](=[O:24])[N:16]([CH3:15])[CH2:21][C@H:20]([CH3:22])[N:19]1[C:2]1[O:3][C:4]2[C:5](=[C:7]([C:11]([O:13][CH3:14])=[O:12])[CH:8]=[CH:9][CH:10]=2)[N:6]=1. (2) Given the reactants [OH:1][C:2]1[C:3]([Se:16][C:17]2[CH:27]=[CH:26][C:20]([C:21]([O:23][CH2:24][CH3:25])=[O:22])=[CH:19][N:18]=2)=[CH:4][C:5]2[C:6]([CH3:15])([CH3:14])[CH2:7][CH2:8][C:9]([CH3:13])([CH3:12])[C:10]=2[CH:11]=1.C(=O)([O-])[O-].[K+].[K+].Br[CH2:35][CH2:36][CH2:37][C:38]([O:40][CH2:41][CH3:42])=[O:39], predict the reaction product. The product is: [CH2:41]([O:40][C:38]([CH2:37][CH2:36][CH2:35][O:1][C:2]1[C:3]([Se:16][C:17]2[CH:27]=[CH:26][C:20]([C:21]([O:23][CH2:24][CH3:25])=[O:22])=[CH:19][N:18]=2)=[CH:4][C:5]2[C:6]([CH3:14])([CH3:15])[CH2:7][CH2:8][C:9]([CH3:13])([CH3:12])[C:10]=2[CH:11]=1)=[O:39])[CH3:42]. (3) Given the reactants [CH3:1][C:2]1[N:3]=[N:4][N:5]([CH2:7][C:8]2[CH:13]=[C:12]([C:14]([F:17])([F:16])[F:15])[CH:11]=[CH:10][C:9]=2/[CH:18]=[CH:19]/[C:20](O)=[O:21])[N:6]=1.[NH:23]1[CH2:27][CH2:26][CH2:25][C@H:24]1[CH2:28][OH:29], predict the reaction product. The product is: [OH:29][CH2:28][C@@H:24]1[CH2:25][CH2:26][CH2:27][N:23]1[C:20](=[O:21])/[CH:19]=[CH:18]/[C:9]1[CH:10]=[CH:11][C:12]([C:14]([F:15])([F:17])[F:16])=[CH:13][C:8]=1[CH2:7][N:5]1[N:4]=[N:3][C:2]([CH3:1])=[N:6]1. (4) The product is: [CH2:12]([O:11][C:9](=[O:10])[CH2:8][C:4]1[CH:5]=[CH:6][CH:7]=[C:2]([NH:1][C:23]([O:25][CH2:26][C:27]2[CH:32]=[CH:31][CH:30]=[CH:29][CH:28]=2)=[O:24])[CH:3]=1)[CH3:13]. Given the reactants [NH2:1][C:2]1[CH:3]=[C:4]([CH2:8][C:9]([O:11][CH3:12])=[O:10])[CH:5]=[CH:6][CH:7]=1.[CH3:13]CN(C(C)C)C(C)C.Cl[C:23]([O:25][CH2:26][C:27]1[CH:32]=[CH:31][CH:30]=[CH:29][CH:28]=1)=[O:24], predict the reaction product. (5) Given the reactants [Br:1][C:2]1[CH:7]=[CH:6][CH:5]=[CH:4][C:3]=1[CH2:8][C:9]([OH:11])=O.[Cl:12][C:13]1[CH:19]=[CH:18][C:16]([OH:17])=[CH:15][C:14]=1[OH:20].B(F)(F)F.CCOCC, predict the reaction product. The product is: [Br:1][C:2]1[CH:7]=[CH:6][CH:5]=[CH:4][C:3]=1[CH2:8][C:9]([C:18]1[CH:19]=[C:13]([Cl:12])[C:14]([OH:20])=[CH:15][C:16]=1[OH:17])=[O:11].